Dataset: Full USPTO retrosynthesis dataset with 1.9M reactions from patents (1976-2016). Task: Predict the reactants needed to synthesize the given product. Given the product [CH3:13][C:14]1[CH:29]=[C:17]2[N:18]=[C:19]([NH:28][C:10]([CH:8]3[CH2:9][CH:7]3[C:4]3[CH:5]=[CH:6][N:1]=[CH:2][CH:3]=3)=[O:11])[CH:20]=[C:21]([C:22]3[CH:27]=[CH:26][CH:25]=[CH:24][CH:23]=3)[N:16]2[N:15]=1, predict the reactants needed to synthesize it. The reactants are: [N:1]1[CH:6]=[CH:5][C:4]([CH:7]2[CH2:9][CH:8]2[C:10](Cl)=[O:11])=[CH:3][CH:2]=1.[CH3:13][C:14]1[CH:29]=[C:17]2[N:18]=[C:19]([NH2:28])[CH:20]=[C:21]([C:22]3[CH:27]=[CH:26][CH:25]=[CH:24][CH:23]=3)[N:16]2[N:15]=1.